This data is from Forward reaction prediction with 1.9M reactions from USPTO patents (1976-2016). The task is: Predict the product of the given reaction. (1) Given the reactants [CH2:1]([O:8][CH2:9][CH2:10][C:11]1[N:12]=[C:13]([C:17]2[CH:22]=[CH:21][C:20](Br)=[CH:19][CH:18]=2)[O:14][C:15]=1[CH3:16])[C:2]1[CH:7]=[CH:6][CH:5]=[CH:4][CH:3]=1.[C:24]1([OH:30])[CH:29]=[CH:28][CH:27]=[CH:26][CH:25]=1.[O-]P([O-])([O-])=O.[K+].[K+].[K+], predict the reaction product. The product is: [CH2:1]([O:8][CH2:9][CH2:10][C:11]1[N:12]=[C:13]([C:17]2[CH:22]=[CH:21][C:20]([O:30][C:24]3[CH:29]=[CH:28][CH:27]=[CH:26][CH:25]=3)=[CH:19][CH:18]=2)[O:14][C:15]=1[CH3:16])[C:2]1[CH:7]=[CH:6][CH:5]=[CH:4][CH:3]=1. (2) Given the reactants [C:1]([O:5][C:6](=[O:28])[N:7]([CH2:19][C:20]1[CH:25]=[CH:24][C:23]([CH2:26][NH2:27])=[CH:22][CH:21]=1)[CH2:8][CH2:9][CH2:10][CH2:11][N:12]([CH2:16][CH2:17][CH3:18])[CH2:13][CH2:14][CH3:15])([CH3:4])([CH3:3])[CH3:2].[NH:29]1[CH:33]=[CH:32][N:31]=[C:30]1[CH:34]=O, predict the reaction product. The product is: [C:1]([O:5][C:6](=[O:28])[N:7]([CH2:8][CH2:9][CH2:10][CH2:11][N:12]([CH2:13][CH2:14][CH3:15])[CH2:16][CH2:17][CH3:18])[CH2:19][C:20]1[CH:21]=[CH:22][C:23]([CH2:26][NH:27][CH2:34][C:30]2[NH:29][CH:33]=[CH:32][N:31]=2)=[CH:24][CH:25]=1)([CH3:3])([CH3:4])[CH3:2]. (3) Given the reactants Cl.[N:2]1([C:8]2[CH:9]=[CH:10][CH:11]=[C:12]3[C:17]=2[NH:16][C:15](=[O:18])[CH2:14][CH2:13]3)[CH2:7][CH2:6][NH:5][CH2:4][CH2:3]1.[O:19]=[C:20]1[NH:29][C:28]2[N:27]=[C:26]([O:30][CH2:31][CH2:32][CH2:33][CH:34]=O)[CH:25]=[CH:24][C:23]=2[CH2:22][CH2:21]1, predict the reaction product. The product is: [O:18]=[C:15]1[CH2:14][CH2:13][C:12]2[C:17](=[C:8]([N:2]3[CH2:7][CH2:6][N:5]([CH2:34][CH2:33][CH2:32][CH2:31][O:30][C:26]4[N:27]=[C:28]5[C:23]([CH2:22][CH2:21][C:20](=[O:19])[NH:29]5)=[CH:24][CH:25]=4)[CH2:4][CH2:3]3)[CH:9]=[CH:10][CH:11]=2)[NH:16]1. (4) The product is: [N:20]1([C:3]2[CH:4]=[CH:5][C:6]3[O:11][C:10]4[N:12]=[CH:13][CH:14]=[N:15][C:9]=4[NH:8][C:7]=3[CH:19]=2)[CH:24]=[CH:23][N:22]=[CH:21]1. Given the reactants ClC[C:3]1[CH:4]=[CH:5][C:6]2[O:11][C:10]3[N:12]=[CH:13][CH:14]=[N:15][C:9]=3[N:8](COC)[C:7]=2[CH:19]=1.[NH:20]1[CH:24]=[CH:23][N:22]=[CH:21]1, predict the reaction product.